This data is from Forward reaction prediction with 1.9M reactions from USPTO patents (1976-2016). The task is: Predict the product of the given reaction. (1) Given the reactants [CH3:1][NH:2][CH2:3][CH2:4][OH:5].Cl[C:7]1[N:12]=[C:11]([NH:13][CH2:14][C:15]2[CH:20]=[CH:19][C:18]([O:21][CH3:22])=[C:17]([Cl:23])[CH:16]=2)[C:10]([C:24]([C:26]2[CH:31]=[C:30]([O:32][CH3:33])[C:29]([O:34][CH3:35])=[C:28]([O:36][CH3:37])[CH:27]=2)=[O:25])=[CH:9][N:8]=1.O, predict the reaction product. The product is: [CH3:1][N:2]([C:7]1[N:12]=[C:11]([NH:13][CH2:14][C:15]2[CH:20]=[CH:19][C:18]([O:21][CH3:22])=[C:17]([Cl:23])[CH:16]=2)[C:10]([C:24]([C:26]2[CH:31]=[C:30]([O:32][CH3:33])[C:29]([O:34][CH3:35])=[C:28]([O:36][CH3:37])[CH:27]=2)=[O:25])=[CH:9][N:8]=1)[CH2:3][CH2:4][OH:5]. (2) Given the reactants [CH2:1]([O:8][C:9]1[CH:14]=[CH:13][CH:12]=[CH:11][C:10]=1[OH:15])[C:2]1[CH:7]=[CH:6][CH:5]=[CH:4][CH:3]=1.[Br-:16].[Br-].[Br-].[NH+]1C=CC=CC=1.[NH+]1C=CC=CC=1.[NH+]1C=CC=CC=1.O, predict the reaction product. The product is: [CH2:1]([O:8][C:9]1[CH:14]=[C:13]([Br:16])[CH:12]=[CH:11][C:10]=1[OH:15])[C:2]1[CH:3]=[CH:4][CH:5]=[CH:6][CH:7]=1. (3) Given the reactants C(OC([N:8]1[CH2:13][CH2:12][C:11]2[NH:14][N:15]=[C:16]([C:17]3[NH:21][C:20]4[CH:22]=[C:23]([CH3:27])[C:24]([CH3:26])=[CH:25][C:19]=4[N:18]=3)[C:10]=2[CH2:9]1)=O)(C)(C)C.Cl, predict the reaction product. The product is: [CH3:26][C:24]1[C:23]([CH3:27])=[CH:22][C:20]2[NH:21][C:17]([C:16]3[C:10]4[CH2:9][NH:8][CH2:13][CH2:12][C:11]=4[NH:14][N:15]=3)=[N:18][C:19]=2[CH:25]=1. (4) The product is: [CH2:1]([O:3][C:4](=[O:35])[CH2:5][N:6]1[C:14]2[CH2:13][CH2:12][CH2:11][CH:10]([NH:15][S:16]([C:19]3[CH:20]=[C:21]([C:31]([F:33])([F:34])[F:32])[CH:22]=[C:23]([C:25]#[CH:26])[CH:24]=3)(=[O:18])=[O:17])[C:9]=2[CH:8]=[N:7]1)[CH3:2]. Given the reactants [CH2:1]([O:3][C:4](=[O:35])[CH2:5][N:6]1[C:14]2[CH2:13][CH2:12][CH2:11][CH:10]([NH:15][S:16]([C:19]3[CH:24]=[C:23]([C:25]#[C:26][Si](C)(C)C)[CH:22]=[C:21]([C:31]([F:34])([F:33])[F:32])[CH:20]=3)(=[O:18])=[O:17])[C:9]=2[CH:8]=[N:7]1)[CH3:2].[F-].[K+], predict the reaction product. (5) Given the reactants [CH3:1][N:2]1[C:10]2[C:9]3([CH3:14])[C:11]([CH3:13])([CH3:12])[CH:6]([CH2:7][CH2:8]3)[C:5]=2[C:4]([CH2:15][OH:16])=[N:3]1, predict the reaction product. The product is: [CH3:1][N:2]1[C:10]2[C:9]3([CH3:14])[C:11]([CH3:13])([CH3:12])[CH:6]([CH2:7][CH2:8]3)[C:5]=2[C:4]([CH:15]=[O:16])=[N:3]1. (6) Given the reactants [CH2:1]([O:8][C:9]1[CH:14]=[CH:13][N:12]([CH2:15][C:16]2[CH:21]=[CH:20][CH:19]=[C:18]([F:22])[CH:17]=2)[C:11](=[O:23])[CH:10]=1)[C:2]1[CH:7]=[CH:6][CH:5]=[CH:4][CH:3]=1.IN1C(=O)CC[C:26]1=O, predict the reaction product. The product is: [CH2:1]([O:8][C:9]1[CH:14]=[CH:13][N:12]([CH2:15][C:16]2[CH:21]=[CH:20][CH:19]=[C:18]([F:22])[CH:17]=2)[C:11](=[O:23])[C:10]=1[CH3:26])[C:2]1[CH:7]=[CH:6][CH:5]=[CH:4][CH:3]=1. (7) Given the reactants CO.[H-].[Na+].[F:5][C:6]1[CH:13]=[CH:12][C:9]([CH:10]=O)=[CH:8][CH:7]=1.C[O:15][C:16](=[O:24])[CH:17]([CH3:23])[CH2:18][C:19]([O:21][CH3:22])=[O:20], predict the reaction product. The product is: [CH3:22][O:21][C:19](=[O:20])[C:18](=[CH:10][C:9]1[CH:12]=[CH:13][C:6]([F:5])=[CH:7][CH:8]=1)[CH:17]([CH3:23])[C:16]([OH:24])=[O:15].